This data is from Peptide-MHC class I binding affinity with 185,985 pairs from IEDB/IMGT. The task is: Regression. Given a peptide amino acid sequence and an MHC pseudo amino acid sequence, predict their binding affinity value. This is MHC class I binding data. (1) The peptide sequence is VVMSWAPPV. The MHC is HLA-A02:01 with pseudo-sequence HLA-A02:01. The binding affinity (normalized) is 0.828. (2) The peptide sequence is KELQRREVY. The MHC is H-2-Kk with pseudo-sequence H-2-Kk. The binding affinity (normalized) is 0.348. (3) The MHC is HLA-A02:11 with pseudo-sequence HLA-A02:11. The peptide sequence is LLKLWIDKV. The binding affinity (normalized) is 1.00. (4) The peptide sequence is LIVTFRERY. The MHC is HLA-A33:01 with pseudo-sequence HLA-A33:01. The binding affinity (normalized) is 0.230. (5) The peptide sequence is PGIRYPKTF. The MHC is Mamu-B1001 with pseudo-sequence Mamu-B1001. The binding affinity (normalized) is 0.133. (6) The peptide sequence is QVIFKCVPK. The MHC is HLA-B46:01 with pseudo-sequence HLA-B46:01. The binding affinity (normalized) is 0.0847.